From a dataset of Reaction yield outcomes from USPTO patents with 853,638 reactions. Predict the reaction yield, written as a fraction of the theoretical maximum amount of product (1.0 means a 100% yield; for example, 0.34 means a 34% yield). (1) The yield is 0.920. The reactants are [NH2:1][C:2]1[C:3]([Cl:8])=[N:4][CH:5]=[CH:6][CH:7]=1.[F:9][C:10]([F:21])([F:20])[C:11]1[CH:19]=[CH:18][CH:17]=[CH:16][C:12]=1[C:13](Cl)=[O:14]. The catalyst is N1C=CC=CC=1. The product is [Cl:8][C:3]1[C:2]([NH:1][C:13](=[O:14])[C:12]2[CH:16]=[CH:17][CH:18]=[CH:19][C:11]=2[C:10]([F:9])([F:20])[F:21])=[CH:7][CH:6]=[CH:5][N:4]=1. (2) The reactants are Br[C:2]1[CH:3]=[C:4]([N:11]2[CH:15]3[CH2:16][CH2:17][CH:12]2[CH2:13][CH2:14]3)[CH:5]=[CH:6][C:7]=1[N+:8]([O-:10])=[O:9].CN(C=O)C.C(N(CC)CC)C.[CH3:30][N:31]([CH3:35])[CH2:32][C:33]#[CH:34]. The yield is 0.790. The product is [CH:15]12[N:11]([C:4]3[CH:5]=[CH:6][C:7]([N+:8]([O-:10])=[O:9])=[C:2]([C:34]#[C:33][CH2:32][N:31]([CH3:35])[CH3:30])[CH:3]=3)[CH:12]([CH2:17][CH2:16]1)[CH2:13][CH2:14]2. The catalyst is C(OCC)(=O)C.Cl[Pd](Cl)([P](C1C=CC=CC=1)(C1C=CC=CC=1)C1C=CC=CC=1)[P](C1C=CC=CC=1)(C1C=CC=CC=1)C1C=CC=CC=1.[Cu]I. (3) The reactants are CO[C:3](=[O:24])[C:4]1[CH:9]=[CH:8][C:7]([O:10][CH2:11][C:12]2[C:13]([C:17]3[CH:22]=[CH:21][C:20]([F:23])=[CH:19][CH:18]=3)=[N:14][O:15][CH:16]=2)=[N:6][CH:5]=1.[CH3:25][C@H:26]([NH2:29])[CH2:27][OH:28]. No catalyst specified. The product is [F:23][C:20]1[CH:19]=[CH:18][C:17]([C:13]2[C:12]([CH2:11][O:10][C:7]3[CH:8]=[CH:9][C:4]([C:3]([NH:29][C@@H:26]([CH3:25])[CH2:27][OH:28])=[O:24])=[CH:5][N:6]=3)=[CH:16][O:15][N:14]=2)=[CH:22][CH:21]=1. The yield is 0.590. (4) The reactants are [CH3:1][C:2]1[O:6][C:5]([C@H:7]([NH2:13])[C:8]2([CH3:12])[CH2:11][O:10][CH2:9]2)=[CH:4][CH:3]=1.C([O:16][C:17]1[C:20](=[O:21])[C:19](=O)[C:18]=1[NH:23][C:24]1[C:25]([OH:35])=[C:26]([CH:32]=[CH:33][CH:34]=1)[C:27]([N:29]([CH3:31])[CH3:30])=[O:28])C. The catalyst is CO. The product is [OH:35][C:25]1[C:24]([NH:23][C:18]2[C:17](=[O:16])[C:20](=[O:21])[C:19]=2[NH:13][C@@H:7]([C:5]2[O:6][C:2]([CH3:1])=[CH:3][CH:4]=2)[C:8]2([CH3:12])[CH2:9][O:10][CH2:11]2)=[CH:34][CH:33]=[CH:32][C:26]=1[C:27]([N:29]([CH3:31])[CH3:30])=[O:28]. The yield is 0.700. (5) The reactants are [C:1]([C:3]1([C:6]2[CH:7]=[C:8]([CH:13]=[CH:14][CH:15]=2)[C:9]([O:11]C)=[O:10])[CH2:5][CH2:4]1)#[N:2].[OH-].[Li+]. The catalyst is C1COCC1.CO.O.O. The product is [C:1]([C:3]1([C:6]2[CH:7]=[C:8]([CH:13]=[CH:14][CH:15]=2)[C:9]([OH:11])=[O:10])[CH2:4][CH2:5]1)#[N:2]. The yield is 0.820. (6) The reactants are C(N(C(C)C)CC)(C)C.O.ON1C2C=CC=CC=2N=N1.[CH2:21]([C:23]([S:42]([CH3:45])(=[O:44])=[O:43])([CH2:27][CH2:28][N:29]1[CH:34]=[CH:33][C:32]([C:35]2[CH:40]=[CH:39][CH:38]=[CH:37][CH:36]=2)=[CH:31][C:30]1=[O:41])[C:24]([OH:26])=O)[CH3:22].[O:46]1[CH2:51][CH2:50][CH2:49][CH2:48][CH:47]1[O:52][NH2:53].Cl.CN(C)CCCN=C=NCC. The catalyst is ClCCl.O. The product is [CH2:21]([C:23]([S:42]([CH3:45])(=[O:43])=[O:44])([CH2:27][CH2:28][N:29]1[CH:34]=[CH:33][C:32]([C:35]2[CH:40]=[CH:39][CH:38]=[CH:37][CH:36]=2)=[CH:31][C:30]1=[O:41])[C:24]([NH:53][O:52][CH:47]1[CH2:48][CH2:49][CH2:50][CH2:51][O:46]1)=[O:26])[CH3:22]. The yield is 1.00. (7) The reactants are Br[C:2]1[CH:3]=[C:4]2[C:8](=[CH:9][C:10]=1[F:11])[NH:7][CH:6]=[C:5]2[CH:12]=[O:13].CC1(C)C(C)(C)OB([C:22]2[CH:27]=[CH:26][C:25]([C:28]3([OH:32])[CH2:31][CH2:30][CH2:29]3)=[CH:24][CH:23]=2)O1.C(=O)([O-])[O-].[K+].[K+].[NH4+].[Cl-]. The catalyst is C1(C)C=CC=CC=1.CCO.C1C=CC(P(C2C=CC=CC=2)[C-]2C=CC=C2)=CC=1.C1C=CC(P(C2C=CC=CC=2)[C-]2C=CC=C2)=CC=1.Cl[Pd]Cl.[Fe+2]. The product is [F:11][C:10]1[CH:9]=[C:8]2[C:4]([C:5]([CH:12]=[O:13])=[CH:6][NH:7]2)=[CH:3][C:2]=1[C:22]1[CH:27]=[CH:26][C:25]([C:28]2([OH:32])[CH2:31][CH2:30][CH2:29]2)=[CH:24][CH:23]=1. The yield is 0.510. (8) The reactants are [CH:1]1([CH:6]([C:16]2[CH:21]=[CH:20][C:19]([C:22]3[C:23]4[C:24]5[CH:37]=[CH:36][S:35][C:25]=5[C:26](=[O:34])[NH:27][C:28]=4[CH:29]=[CH:30][C:31]=3[O:32][CH3:33])=[CH:18][CH:17]=2)[CH2:7][NH:8]C(=O)OC(C)(C)C)[CH2:5][CH2:4][CH2:3][CH2:2]1.[ClH:38]. The catalyst is CCOCC. The product is [ClH:38].[NH2:8][CH2:7][CH:6]([C:16]1[CH:17]=[CH:18][C:19]([C:22]2[C:23]3[C:24]4[CH:37]=[CH:36][S:35][C:25]=4[C:26](=[O:34])[NH:27][C:28]=3[CH:29]=[CH:30][C:31]=2[O:32][CH3:33])=[CH:20][CH:21]=1)[CH:1]1[CH2:2][CH2:3][CH2:4][CH2:5]1. The yield is 0.690.